This data is from Full USPTO retrosynthesis dataset with 1.9M reactions from patents (1976-2016). The task is: Predict the reactants needed to synthesize the given product. (1) Given the product [F:3][C:4]1[CH:9]=[CH:8][C:7]([C:10]2[C:15]([N:16]3[CH2:21][CH2:20][N:19]([C:31]([N:44]4[CH2:48][CH2:47][CH2:46][C@@H:45]4[C:49]#[N:50])=[O:42])[CH2:18][CH2:17]3)=[CH:14][N:13]=[CH:12][N:11]=2)=[CH:6][CH:5]=1, predict the reactants needed to synthesize it. The reactants are: Cl.Cl.[F:3][C:4]1[CH:9]=[CH:8][C:7]([C:10]2[C:15]([N:16]3[CH2:21][CH2:20][NH:19][CH2:18][CH2:17]3)=[CH:14][N:13]=[CH:12][N:11]=2)=[CH:6][CH:5]=1.CCN(C(C)C)C(C)C.[C:31](=[O:42])(OC(Cl)(Cl)Cl)OC(Cl)(Cl)Cl.Cl.[NH:44]1[CH2:48][CH2:47][CH2:46][C@@H:45]1[C:49]#[N:50]. (2) The reactants are: Cl[CH2:2][C:3]1[CH:19]=[CH:18][C:6]([C:7]([NH:9][C:10]2[CH:15]=[CH:14][C:13]([C:16]#[N:17])=[CH:12][CH:11]=2)=[O:8])=[CH:5][CH:4]=1.[OH:20][C:21]1[C:26]([CH2:27][CH2:28][CH3:29])=[C:25]([OH:30])[CH:24]=[CH:23][C:22]=1[C:31](=[O:33])[CH3:32].C(=O)([O-])[O-].[K+].[K+].C(=O)([O-])[O-].[Cs+].[Cs+]. Given the product [C:31]([C:22]1[CH:23]=[CH:24][C:25]([O:30][CH2:2][C:3]2[CH:19]=[CH:18][C:6]([C:7]([NH:9][C:10]3[CH:15]=[CH:14][C:13]([C:16]#[N:17])=[CH:12][CH:11]=3)=[O:8])=[CH:5][CH:4]=2)=[C:26]([CH2:27][CH2:28][CH3:29])[C:21]=1[OH:20])(=[O:33])[CH3:32], predict the reactants needed to synthesize it. (3) The reactants are: [F:1][C:2]1[CH:7]=[C:6]([O:8][CH2:9][CH2:10][CH2:11][Cl:12])[CH:5]=[CH:4][C:3]=1[C:13](=[O:15])[CH3:14].[Br:16]Br.C(=O)(O)[O-].[Na+]. Given the product [Br:16][CH2:14][C:13]([C:3]1[CH:4]=[CH:5][C:6]([O:8][CH2:9][CH2:10][CH2:11][Cl:12])=[CH:7][C:2]=1[F:1])=[O:15], predict the reactants needed to synthesize it. (4) The reactants are: [F:1][C:2]([F:32])([F:31])[C:3]1[CH:8]=[CH:7][C:6]([C:9]2[O:13][N:12]=[C:11]([CH:14]3[CH2:18][C:17]4([CH2:23][CH2:22][N:21]([C:24]([O:26]C(C)(C)C)=O)[CH2:20][CH2:19]4)[O:16][CH2:15]3)[N:10]=2)=[CH:5][CH:4]=1.Cl.O1CCOCC1.[CH3:40][C:41]1[C:45]([CH3:46])=[C:44]([NH:47]C(=O)OC2C=CC=CC=2)[O:43][N:42]=1.CCN(C(C)C)C(C)C. Given the product [CH3:40][C:41]1[C:45]([CH3:46])=[C:44]([NH:47][C:24]([N:21]2[CH2:20][CH2:19][C:17]3([O:16][CH2:15][CH:14]([C:11]4[N:10]=[C:9]([C:6]5[CH:5]=[CH:4][C:3]([C:2]([F:31])([F:32])[F:1])=[CH:8][CH:7]=5)[O:13][N:12]=4)[CH2:18]3)[CH2:23][CH2:22]2)=[O:26])[O:43][N:42]=1, predict the reactants needed to synthesize it. (5) Given the product [CH2:16]([O:3][C:4]1[CH:5]=[C:6]2[C:11](=[CH:12][CH:13]=1)[N:10]=[CH:9][CH:8]=[CH:7]2)[CH:15]=[CH2:14], predict the reactants needed to synthesize it. The reactants are: [H-].[Na+].[OH:3][C:4]1[CH:5]=[C:6]2[C:11](=[CH:12][CH:13]=1)[N:10]=[CH:9][CH:8]=[CH:7]2.[CH2:14](Br)[CH:15]=[CH2:16]. (6) Given the product [F:21][C:17]1[CH:18]=[CH:19][CH:20]=[C:2]([F:1])[C:3]=1[O:4][C:5]1[CH2:9][N:8]([C@@H:10]([CH2:14][CH3:15])[C:11]([NH:34][C:31]2[CH:32]=[CH:33][N:29]([CH2:28][C@@H:26]3[CH2:25][O:24][C:23]([CH3:35])([CH3:22])[O:27]3)[N:30]=2)=[O:13])[C:7](=[O:16])[CH:6]=1, predict the reactants needed to synthesize it. The reactants are: [F:1][C:2]1[CH:20]=[CH:19][CH:18]=[C:17]([F:21])[C:3]=1[O:4][C:5]1[CH2:9][N:8]([C@@H:10]([CH2:14][CH3:15])[C:11]([OH:13])=O)[C:7](=[O:16])[CH:6]=1.[CH3:22][C:23]1([CH3:35])[O:27][C@H:26]([CH2:28][N:29]2[CH:33]=[CH:32][C:31]([NH2:34])=[N:30]2)[CH2:25][O:24]1.F[P-](F)(F)(F)(F)F.N1(O[P+](N(C)C)(N(C)C)N(C)C)C2C=CC=CC=2N=N1.C(N(CC)C(C)C)(C)C.